Dataset: Full USPTO retrosynthesis dataset with 1.9M reactions from patents (1976-2016). Task: Predict the reactants needed to synthesize the given product. (1) Given the product [Cl-:31].[CH3:1][N:2]1[C:6]2[CH:7]=[CH:8][CH:9]=[CH:10][C:5]=2[N:4]=[C:3]1[CH:11]1[CH2:16][CH2:15][NH2+:14][CH2:13][CH2:12]1, predict the reactants needed to synthesize it. The reactants are: [CH3:1][N:2]1[C:6]2[CH:7]=[CH:8][CH:9]=[CH:10][C:5]=2[N:4]=[C:3]1[CH:11]1[CH2:16][CH2:15][N:14](C(OC(C)(C)C)=O)[CH2:13][CH2:12]1.C(OCC)(=O)C.C(Cl)[Cl:31]. (2) Given the product [Br:1][C:2]1[C:10]2[C:9]([O:17][C@H:18]([CH2:24][C:25]3[CH:30]=[CH:29][CH:28]=[CH:27][C:26]=3[O:31][CH:32]3[CH2:37][CH2:36][CH2:35][CH2:34][O:33]3)[C:19]([O:21][CH2:22][CH3:23])=[O:20])=[N:8][CH:7]=[N:6][C:5]=2[S:4][C:3]=1[C:12]1[O:13][CH:14]=[CH:15][CH:16]=1, predict the reactants needed to synthesize it. The reactants are: [Br:1][C:2]1[C:10]2[C:9](Cl)=[N:8][CH:7]=[N:6][C:5]=2[S:4][C:3]=1[C:12]1[O:13][CH:14]=[CH:15][CH:16]=1.[OH:17][C@H:18]([CH2:24][C:25]1[CH:30]=[CH:29][CH:28]=[CH:27][C:26]=1[O:31][CH:32]1[CH2:37][CH2:36][CH2:35][CH2:34][O:33]1)[C:19]([O:21][CH2:22][CH3:23])=[O:20].C([O-])([O-])=O.[Cs+].[Cs+].C(O)(C)(C)C. (3) Given the product [Cl:7][C:8]1[CH:9]=[CH:10][C:11]([CH2:12][NH:13][C:14]([C:16]2[C:17](=[O:27])[C:18]3[CH:24]=[C:23]([CH2:25][OH:26])[S:22][C:19]=3[N:20]([CH2:31][CH2:32][O:33][CH2:34][CH2:35][O:36][CH:37]3[CH2:42][CH2:41][CH2:40][CH2:39][O:38]3)[CH:21]=2)=[O:15])=[CH:28][CH:29]=1, predict the reactants needed to synthesize it. The reactants are: C(=O)([O-])[O-].[Cs+].[Cs+].[Cl:7][C:8]1[CH:29]=[CH:28][C:11]([CH2:12][NH:13][C:14]([C:16]2[C:17]([OH:27])=[C:18]3[CH:24]=[C:23]([CH2:25][OH:26])[S:22][C:19]3=[N:20][CH:21]=2)=[O:15])=[CH:10][CH:9]=1.Cl[CH2:31][CH2:32][O:33][CH2:34][CH2:35][O:36][CH:37]1[CH2:42][CH2:41][CH2:40][CH2:39][O:38]1. (4) Given the product [C:1]([O:5][C:6](=[O:15])[NH:7][CH:8]1[CH2:11][CH:10]([OH:12])[C:9]1([CH3:14])[CH3:13])([CH3:4])([CH3:2])[CH3:3], predict the reactants needed to synthesize it. The reactants are: [C:1]([O:5][C:6](=[O:15])[NH:7][CH:8]1[CH2:11][C:10](=[O:12])[C:9]1([CH3:14])[CH3:13])([CH3:4])([CH3:3])[CH3:2].[BH4-].[Na+].